Dataset: Full USPTO retrosynthesis dataset with 1.9M reactions from patents (1976-2016). Task: Predict the reactants needed to synthesize the given product. The reactants are: [CH3:1][S:2](/[CH:5]=[CH:6]/[C@@H:7]([NH:24]C(C1C=CC=CC=1)(C1C=CC=CC=1)C1C=CC=CC=1)[CH2:8][C:9]1[CH:23]=[CH:22][C:12]([CH2:13][NH:14][C:15](=[O:21])[O:16][C:17]([CH3:20])([CH3:19])[CH3:18])=[CH:11][CH:10]=1)(=[O:4])=[O:3].C(O)(C(F)(F)F)=O.C(Cl)Cl.Cl. Given the product [CH3:1][S:2](/[CH:5]=[CH:6]/[C@@H:7]([NH2:24])[CH2:8][C:9]1[CH:23]=[CH:22][C:12]([CH2:13][NH:14][C:15](=[O:21])[O:16][C:17]([CH3:19])([CH3:20])[CH3:18])=[CH:11][CH:10]=1)(=[O:3])=[O:4], predict the reactants needed to synthesize it.